This data is from Forward reaction prediction with 1.9M reactions from USPTO patents (1976-2016). The task is: Predict the product of the given reaction. (1) Given the reactants Cl[S:2]([C:5]1[CH:6]=[C:7]([CH:11]=[CH:12][CH:13]=1)[C:8]([OH:10])=[O:9])(=[O:4])=[O:3].[NH:14]1[CH2:19][CH2:18][O:17][CH2:16][CH2:15]1, predict the reaction product. The product is: [N:14]1([S:2]([C:5]2[CH:6]=[C:7]([CH:11]=[CH:12][CH:13]=2)[C:8]([OH:10])=[O:9])(=[O:4])=[O:3])[CH2:19][CH2:18][O:17][CH2:16][CH2:15]1. (2) Given the reactants [Cl:1][C:2]1[C:11]2[C:12]3[C:17]([NH:18][C:10]=2[C:9]2[C:4](=[CH:5][CH:6]=[CH:7][CH:8]=2)[N:3]=1)=[CH:16][CH:15]=[CH:14][CH:13]=3.N1C2C(=CC=CC=2)C(=O)C1=O.[NH2:30][CH2:31][CH2:32][N:33]1[CH2:38][CH2:37][NH:36][CH2:35][CH2:34]1.Cl, predict the reaction product. The product is: [ClH:1].[CH:8]1[CH:7]=[CH:6][CH:5]=[C:4]2[C:9]=1[C:10]1[NH:18][C:17]3[C:12](=[CH:13][CH:14]=[CH:15][CH:16]=3)[C:11]=1[C:2]([NH:30][CH2:31][CH2:32][N:33]1[CH2:38][CH2:37][NH:36][CH2:35][CH2:34]1)=[N:3]2.